Dataset: Full USPTO retrosynthesis dataset with 1.9M reactions from patents (1976-2016). Task: Predict the reactants needed to synthesize the given product. (1) Given the product [CH:21]1[C:33]2[CH:32]([CH2:34][O:35][C:36]([NH:7][CH:8]([CH3:20])[CH2:9][C:10]3[C:18]4[C:13](=[CH:14][CH:15]=[C:16]([OH:19])[CH:17]=4)[NH:12][N:11]=3)=[O:37])[C:31]3[C:26](=[CH:27][CH:28]=[CH:29][CH:30]=3)[C:25]=2[CH:24]=[CH:23][CH:22]=1, predict the reactants needed to synthesize it. The reactants are: O1CCOCC1.[NH2:7][CH:8]([CH3:20])[CH2:9][C:10]1[C:18]2[C:13](=[CH:14][CH:15]=[C:16]([OH:19])[CH:17]=2)[NH:12][N:11]=1.[CH:21]1[C:33]2[CH:32]([CH2:34][O:35][C:36](Cl)=[O:37])[C:31]3[C:26](=[CH:27][CH:28]=[CH:29][CH:30]=3)[C:25]=2[CH:24]=[CH:23][CH:22]=1.C(=O)(O)[O-].[Na+]. (2) The reactants are: [CH2:1]([S:5][C:6]1[CH:11]=[CH:10][N+:9]([O-])=[CH:8][CH:7]=1)[CH:2]([CH3:4])[CH3:3].C(OC(=O)C)(=[O:15])C.[OH-].[Na+]. Given the product [CH2:1]([S:5][C:6]1[CH:11]=[CH:10][NH:9][C:8](=[O:15])[CH:7]=1)[CH:2]([CH3:4])[CH3:3], predict the reactants needed to synthesize it. (3) Given the product [CH2:1]([NH:8][C:9]([O:11][CH2:12][CH:13]1[CH:17]([OH:18])[CH2:16][CH:15]([OH:19])[CH:14]1[CH2:20][CH:21]=[CH:22][CH2:23][CH2:24][CH2:25][C:26]([OH:28])=[O:27])=[S:10])[C:2]1[CH:7]=[CH:6][CH:5]=[CH:4][CH:3]=1, predict the reactants needed to synthesize it. The reactants are: [CH2:1]([NH:8][C:9]([O:11][CH2:12][CH:13]1[CH:17]([OH:18])[CH2:16][CH:15]([OH:19])[CH:14]1[CH2:20][CH:21]=[CH:22][CH2:23][CH2:24][CH2:25][C:26]([O:28]C)=[O:27])=[S:10])[C:2]1[CH:7]=[CH:6][CH:5]=[CH:4][CH:3]=1.[OH-].[Li+]. (4) Given the product [NH2:17][C:15]1[N:14]=[CH:13][N:12]=[C:11]2[N:10]([C@H:18]3[CH2:23][CH2:22][C@@H:21]([N:24]4[CH2:25][CH2:26][N:27]([CH3:30])[CH2:28][CH2:29]4)[CH2:20][CH2:19]3)[N:9]=[C:8]([C:5]3[CH:6]=[CH:7][C:2]([NH:1][C:35](=[O:36])[C:34]([CH3:33])([CH3:45])[CH2:38][C:39]4[CH:44]=[CH:43][CH:42]=[CH:41][CH:40]=4)=[C:3]([O:31][CH3:32])[CH:4]=3)[C:16]=12, predict the reactants needed to synthesize it. The reactants are: [NH2:1][C:2]1[CH:7]=[CH:6][C:5]([C:8]2[C:16]3[C:11](=[N:12][CH:13]=[N:14][C:15]=3[NH2:17])[N:10]([C@H:18]3[CH2:23][CH2:22][C@@H:21]([N:24]4[CH2:29][CH2:28][N:27]([CH3:30])[CH2:26][CH2:25]4)[CH2:20][CH2:19]3)[N:9]=2)=[CH:4][C:3]=1[O:31][CH3:32].[CH3:33][C:34]([CH3:45])([CH2:38][C:39]1[CH:44]=[CH:43][CH:42]=[CH:41][CH:40]=1)[C:35](Cl)=[O:36].C(=O)(O)[O-].[Na+]. (5) Given the product [CH3:7][N:6]1[CH2:5][CH2:4][O:16][C:11]2[CH:10]=[C:9]([C:7]3[NH:6][C:5]4[CH:20]=[CH:21][C:2]([NH:1][C:32](=[O:34])[C:31]5[CH:30]=[CH:29][C:28]([N:25]6[CH2:24][CH2:23][O:22][CH2:27][CH2:26]6)=[CH:36][CH:35]=5)=[CH:3][C:4]=4[N:8]=3)[CH:19]=[CH:18][C:12]1=2, predict the reactants needed to synthesize it. The reactants are: [NH2:1][C:2]1[CH:21]=[CH:20][C:5]2[N:6]=[C:7]([C:9]3[CH:19]=[CH:18][C:12]4C(C)CN[O:16][C:11]=4[CH:10]=3)[NH:8][C:4]=2[CH:3]=1.[O:22]1[CH2:27][CH2:26][N:25]([C:28]2[CH:36]=[CH:35][C:31]([C:32]([OH:34])=O)=[CH:30][CH:29]=2)[CH2:24][CH2:23]1.